Dataset: Aqueous solubility values for 9,982 compounds from the AqSolDB database. Task: Regression/Classification. Given a drug SMILES string, predict its absorption, distribution, metabolism, or excretion properties. Task type varies by dataset: regression for continuous measurements (e.g., permeability, clearance, half-life) or binary classification for categorical outcomes (e.g., BBB penetration, CYP inhibition). For this dataset (solubility_aqsoldb), we predict Y. (1) The molecule is CN(C)CC/C=C1/c2ccccc2Sc2ccc(Cl)cc21. The Y is -5.87 log mol/L. (2) The compound is Cn1c(=O)c2c(ncn2C)n(C)c1=O. The Y is -0.910 log mol/L. (3) The molecule is [Cs]. The Y is 0.256 log mol/L.